Dataset: Full USPTO retrosynthesis dataset with 1.9M reactions from patents (1976-2016). Task: Predict the reactants needed to synthesize the given product. Given the product [Cl:1][C:2]1[CH:7]=[C:6]([CH2:8][CH2:9][CH2:10][N:43]2[CH2:44][CH:41]([O:40][CH3:39])[CH2:42]2)[C:5]([C:12]#[N:13])=[CH:4][C:3]=1[NH:14][C:15]1[N:20]=[C:19]([NH:21][CH:31]2[CH2:32][CH2:33]2)[C:18]2=[N:34][CH:35]=[C:36]([C:37]#[N:38])[N:17]2[N:16]=1, predict the reactants needed to synthesize it. The reactants are: [Cl:1][C:2]1[CH:7]=[C:6]([CH2:8][CH2:9][CH:10]=O)[C:5]([C:12]#[N:13])=[CH:4][C:3]=1[NH:14][C:15]1[N:20]=[C:19]([N:21]([CH:31]2[CH2:33][CH2:32]2)CC2C=CC(OC)=CC=2)[C:18]2=[N:34][CH:35]=[C:36]([C:37]#[N:38])[N:17]2[N:16]=1.[CH3:39][O:40][CH:41]1[CH2:44][NH:43][CH2:42]1.CC(O)=O.C([BH3-])#N.[Na+].